This data is from Peptide-MHC class II binding affinity with 134,281 pairs from IEDB. The task is: Regression. Given a peptide amino acid sequence and an MHC pseudo amino acid sequence, predict their binding affinity value. This is MHC class II binding data. (1) The peptide sequence is IHIGDSSKVTITDTT. The MHC is HLA-DQA10501-DQB10201 with pseudo-sequence HLA-DQA10501-DQB10201. The binding affinity (normalized) is 0.0600. (2) The binding affinity (normalized) is 0.741. The peptide sequence is KAAVAAAASVPAADK. The MHC is DRB1_1501 with pseudo-sequence DRB1_1501. (3) The peptide sequence is VSIISILKGVINIWG. The MHC is DRB1_0401 with pseudo-sequence DRB1_0401. The binding affinity (normalized) is 0.329. (4) The peptide sequence is MSIHGKGEWMTTEDM. The MHC is DRB3_0301 with pseudo-sequence DRB3_0301. The binding affinity (normalized) is 0.